This data is from Full USPTO retrosynthesis dataset with 1.9M reactions from patents (1976-2016). The task is: Predict the reactants needed to synthesize the given product. (1) Given the product [CH2:30]([O:37][CH2:38][C:39]([NH:41][CH2:42][CH2:43][CH2:44][CH2:45][CH2:46][C:47]([OH:49])=[O:48])=[O:40])[C:31]1[CH:32]=[CH:33][CH:34]=[CH:35][CH:36]=1, predict the reactants needed to synthesize it. The reactants are: C1(C2C=CC=CC=2)C=CC=C(NC(=O)CCCCCNC(=O)CSCC(O)=O)C=1.[CH2:30]([O:37][CH2:38][C:39]([NH:41][CH2:42][CH2:43][CH2:44][CH2:45][CH2:46][C:47]([O:49]C)=[O:48])=[O:40])[C:31]1[CH:36]=[CH:35][CH:34]=[CH:33][CH:32]=1. (2) Given the product [C:19]([CH:21]([C:27]1[CH:32]=[CH:31][C:30]([O:1][CH2:2][C:3]2[CH:4]=[CH:5][C:6]([O:7][CH2:8][C:9](=[O:10])[C:11]3[CH:12]=[CH:13][CH:14]=[CH:15][CH:16]=3)=[CH:17][CH:18]=2)=[CH:29][CH:28]=1)[CH2:22][C:23]([O:25][CH3:26])=[O:24])#[N:20], predict the reactants needed to synthesize it. The reactants are: [OH:1][CH2:2][C:3]1[CH:18]=[CH:17][C:6]([O:7][CH2:8][C:9]([C:11]2[CH:16]=[CH:15][CH:14]=[CH:13][CH:12]=2)=[O:10])=[CH:5][CH:4]=1.[C:19]([CH:21]([C:27]1[CH:32]=[CH:31][C:30](O)=[CH:29][CH:28]=1)[CH2:22][C:23]([O:25][CH3:26])=[O:24])#[N:20].C(P(CCCC)CCCC)CCC.N(C(N1CCCCC1)=O)=NC(N1CCCCC1)=O.